Predict the reactants needed to synthesize the given product. From a dataset of Full USPTO retrosynthesis dataset with 1.9M reactions from patents (1976-2016). The reactants are: Br[C:2]1[CH:11]=[CH:10][C:9]2[C:4](=[CH:5][CH:6]=[C:7]([O:12][CH3:13])[CH:8]=2)[CH:3]=1.F[B-](F)(F)F.C[Si]([N-:23][Si](C)(C)C)(C)C.[Li+]. Given the product [CH3:13][O:12][C:7]1[CH:8]=[C:9]2[C:4](=[CH:5][CH:6]=1)[CH:3]=[C:2]([NH2:23])[CH:11]=[CH:10]2, predict the reactants needed to synthesize it.